From a dataset of Experimentally validated miRNA-target interactions with 360,000+ pairs, plus equal number of negative samples. Binary Classification. Given a miRNA mature sequence and a target amino acid sequence, predict their likelihood of interaction. (1) The protein sequence of the target gene is MAALKALVSGCGRLLRGLLAGPAATSWSRLPARGFREVVETQEGKTTIIEGRITATPKESPNPPNPSGQCPICRWNLKHKYNYDDVLLLSQFIRPHGGMLPRKITGLCQEEHRKIEECVKMAHRAGLLPNHRPRLPEGVVPKSKPQLNRYLTRWAPGSVKPIYKKGPRWNRVRMPVGSPLLRDNVCYSRTPWKLYH. Result: 1 (interaction). The miRNA is hsa-miR-1238-5p with sequence GUGAGUGGGAGCCCCAGUGUGUG. (2) The miRNA is hsa-miR-4731-5p with sequence UGCUGGGGGCCACAUGAGUGUG. The protein sequence of the target gene is MFVASERKMRAHQVLTFLLLFVITSVASENASTSRGCGLDLLPQYVSLCDLDAIWGIVVEAVAGAGALITLLLMLILLVRLPFIKEKEKKSPVGLHFLFLLGTLGLFGLTFAFIIQEDETICSVRRFLWGVLFALCFSCLLSQAWRVRRLVRHGTGPAGWQLVGLALCLMLVQVIIAVEWLVLTVLRDTRPACAYEPMDFVMALIYDMVLLVVTLGLALFTLCGKFKRWKLNGAFLLITAFLSVLIWVAWMTMYLFGNVKLQQGDAWNDPTLAITLAASGWVFVIFHAIPEIHCTLLPAL.... Result: 1 (interaction). (3) The miRNA is hsa-miR-18a-5p with sequence UAAGGUGCAUCUAGUGCAGAUAG. The protein sequence of the target gene is MAELGELKHMVMSFRVSELQVLLGFAGRNKSGRKHELLAKALHLLKSSCAPSVQMKIKELYRRRFPRKTLGPSDLSLLSLPPGTSPVGSPGPLAPIPPTLLAPGTLLGPKREVDMHPPLPQPVHPDVTMKPLPFYEVYGELIRPTTLASTSSQRFEEAHFTFALTPQQVQQILTSREVLPGAKCDYTIQVQLRFCLCETSCPQEDYFPPNLFVKVNGKLCPLPGYLPPTKNGAEPKRPSRPINITPLARLSATVPNTIVVNWSSEFGRNYSLSVYLVRQLTAGTLLQKLRAKGIRNPDHS.... Result: 1 (interaction). (4) The miRNA is hsa-miR-6847-3p with sequence GGCUCAUGUGUCUGUCCUCUUC. The protein sequence of the target gene is MEKARRGGDGVPRGPVLHIVVVGFHHKKGCQVEFSYPPLIPGDGHDSHTLPEEWKYLPFLALPDGAHNYQEDTVFFHLPPRNGNGATVFGISCYRQIEAKALKVRQADITRETVQKSVCVLSKLPLYGLLQAKLQLITHAYFEEKDFSQISILKELYEHMNSSLGGASLEGSQVYLGLSPRDLVLHFRHKVLILFKLILLEKKVLFYISPVNKLVGALMTVLSLFPGMIEHGLSDCSQYRPRKSMSEDGGLQESNPCADDFVSASTADVSHTNLGTIRKVMAGNHGEDAAMKTEEPLFQV.... Result: 1 (interaction).